From a dataset of Forward reaction prediction with 1.9M reactions from USPTO patents (1976-2016). Predict the product of the given reaction. (1) The product is: [CH:1]([C:3]1[CH:4]=[CH:5][C:6]([O:13][CH3:14])=[C:7]([CH:12]=1)[C:8]([OH:10])=[O:9])=[O:2]. Given the reactants [CH:1]([C:3]1[CH:4]=[CH:5][C:6]([O:13][CH3:14])=[C:7]([CH:12]=1)[C:8]([O:10]C)=[O:9])=[O:2].Cl, predict the reaction product. (2) The product is: [CH2:12]([O:11][C:7]1[C:6]2[C:2]([NH:1][C:28]3[CH:29]=[CH:30][C:31]([Cl:36])=[C:32]([S:34][CH3:35])[CH:33]=3)=[N:3][N:4]([C@@H:19]3[C@@H:24]([C:25]#[N:26])[CH2:23][CH2:22][O:21][CH2:20]3)[C:5]=2[CH:10]=[CH:9][N:8]=1)[C:13]1[CH:14]=[CH:15][CH:16]=[CH:17][CH:18]=1. Given the reactants [NH2:1][C:2]1[C:6]2[C:7]([O:11][CH2:12][C:13]3[CH:18]=[CH:17][CH:16]=[CH:15][CH:14]=3)=[N:8][CH:9]=[CH:10][C:5]=2[N:4]([C@@H:19]2[C@@H:24]([C:25]#[N:26])[CH2:23][CH2:22][O:21][CH2:20]2)[N:3]=1.Br[C:28]1[CH:29]=[CH:30][C:31]([Cl:36])=[C:32]([S:34][CH3:35])[CH:33]=1.C([O-])(=O)C.[K+].C(P(C(C)(C)C)C1C(C)=C(C)C(C)=C(C)C=1C1C(C(C)C)=CC(C(C)C)=CC=1C(C)C)(C)(C)C, predict the reaction product. (3) Given the reactants [C:1]([OH:9])(=[O:8])[C@@H:2]([CH2:4][C:5]([OH:7])=O)[OH:3].[C:10](Cl)(=[O:12])[CH3:11], predict the reaction product. The product is: [C:10]([O:3][C@@H:2]1[CH2:4][C:5](=[O:7])[O:8][C:1]1=[O:9])(=[O:12])[CH3:11]. (4) The product is: [CH3:1][C:2]1[NH:14][C:4](=[O:3])[C:5]2[C:6](=[CH:8][CH:9]=[CH:10][CH:11]=2)[N:7]=1. Given the reactants [CH3:1][C:2]1[O:3][C:4](=O)[C:5]2[CH:11]=[CH:10][CH:9]=[CH:8][C:6]=2[N:7]=1.[OH-].[NH4+:14], predict the reaction product. (5) Given the reactants F[C:2](F)(F)[C:3]1[CH:4]=[C:5]([C@H:13]([C@@H:15]2[CH2:20][CH2:19][CH2:18][C@@H:17]([C:21]3[CH:26]=[C:25]([C:27]([F:30])([F:29])[F:28])[CH:24]=[CH:23][C:22]=3[Br:31])[NH:16]2)[OH:14])[CH:6]=[C:7]([C:9]([F:12])([F:11])[F:10])[CH:8]=1.CCN(C(C)C)C(C)C.[C:43](Cl)(Cl)=[O:44], predict the reaction product. The product is: [Br:31][C:22]1[CH:23]=[CH:24][C:25]([C:27]([F:28])([F:29])[F:30])=[CH:26][C:21]=1[C@H:17]1[N:16]2[C:43](=[O:44])[O:14][C@H:13]([C:5]3[CH:6]=[C:7]([C:9]([F:10])([F:11])[F:12])[CH:8]=[C:3]([CH3:2])[CH:4]=3)[C@@H:15]2[CH2:20][CH2:19][CH2:18]1. (6) The product is: [Cl:31][C:26]1[CH:27]=[CH:28][CH:29]=[CH:30][C:25]=1[CH2:24][CH2:23][N:15]1[C:14]2[C:19]([N:20]=[C:12]([S:11][C:4]3[CH:5]=[C:6]([O:9][CH3:10])[CH:7]=[CH:8][C:3]=3[O:2][CH3:1])[N:13]=2)=[C:18]([NH2:21])[N:17]=[CH:16]1. Given the reactants [CH3:1][O:2][C:3]1[CH:8]=[CH:7][C:6]([O:9][CH3:10])=[CH:5][C:4]=1[S:11][C:12]1[NH:13][C:14]2[C:19]([N:20]=1)=[C:18]([NH2:21])[N:17]=[CH:16][N:15]=2.Br[CH2:23][CH2:24][C:25]1[CH:30]=[CH:29][CH:28]=[CH:27][C:26]=1[Cl:31], predict the reaction product. (7) Given the reactants [C:1]([C:3]1[S:4][C:5]2[CH:11]=[C:10]([OH:12])[CH:9]=[CH:8][C:6]=2[N:7]=1)#[N:2].C(=O)([O-])[O-].[K+].[K+].[F:19][C:20]([F:30])([F:29])[C:21]1[CH:28]=[CH:27][CH:26]=[CH:25][C:22]=1[CH2:23]Br, predict the reaction product. The product is: [C:1]([C:3]1[S:4][C:5]2[CH:11]=[C:10]([O:12][CH2:23][C:22]3[CH:25]=[CH:26][CH:27]=[CH:28][C:21]=3[C:20]([F:19])([F:29])[F:30])[CH:9]=[CH:8][C:6]=2[N:7]=1)#[N:2].